This data is from Full USPTO retrosynthesis dataset with 1.9M reactions from patents (1976-2016). The task is: Predict the reactants needed to synthesize the given product. (1) Given the product [F:48][C:49]1[CH:50]=[CH:51][C:52]([OH:57])=[C:53]([CH:56]=1)[CH2:54][N:2]([CH3:1])[CH2:3][CH2:4][CH2:5][CH2:6][CH2:7][CH2:8][CH2:9][CH2:10][CH2:11][N:12]1[CH2:13][CH2:14][CH:15]([O:18][C:19](=[O:33])[NH:20][C:21]2[CH:26]=[CH:25][CH:24]=[CH:23][C:22]=2[C:27]2[CH:28]=[CH:29][CH:30]=[CH:31][CH:32]=2)[CH2:16][CH2:17]1, predict the reactants needed to synthesize it. The reactants are: [CH3:1][NH:2][CH2:3][CH2:4][CH2:5][CH2:6][CH2:7][CH2:8][CH2:9][CH2:10][CH2:11][N:12]1[CH2:17][CH2:16][CH:15]([O:18][C:19](=[O:33])[NH:20][C:21]2[CH:26]=[CH:25][CH:24]=[CH:23][C:22]=2[C:27]2[CH:32]=[CH:31][CH:30]=[CH:29][CH:28]=2)[CH2:14][CH2:13]1.C1(N)C(F)=C(F)C(F)=C(N)C=1F.Cl.Cl.[F:48][C:49]1[CH:50]=[CH:51][C:52]([OH:57])=[C:53]([CH:56]=1)[CH:54]=O. (2) The reactants are: [CH3:1][O:2][C:3](=[O:18])[C:4]1[CH:9]=[CH:8][C:7]([CH2:10]Br)=[CH:6][C:5]=1[C:12]1[CH:17]=[CH:16][CH:15]=[CH:14][CH:13]=1.[N-:19]=[N+:20]=[N-:21].[Na+]. Given the product [CH3:1][O:2][C:3](=[O:18])[C:4]1[CH:9]=[CH:8][C:7]([CH2:10][N:19]=[N+:20]=[N-:21])=[CH:6][C:5]=1[C:12]1[CH:17]=[CH:16][CH:15]=[CH:14][CH:13]=1, predict the reactants needed to synthesize it. (3) Given the product [NH:24]1[CH:25]=[C:21]([CH:16]2[CH2:15][CH2:14][CH2:13][C:12]3[C:11]([NH:10][C:8]([N:33]4[CH2:38][CH2:37][CH2:36][CH2:35][CH2:34]4)=[O:9])=[CH:20][CH:19]=[CH:18][C:17]2=3)[N:22]=[CH:23]1, predict the reactants needed to synthesize it. The reactants are: O([C:8]([NH:10][C:11]1[CH:20]=[CH:19][CH:18]=[C:17]2[C:12]=1[CH2:13][CH2:14][CH2:15][CH:16]2[C:21]1[N:22]=[CH:23][N:24](C(OC(C)(C)C)=O)[CH:25]=1)=[O:9])C1C=CC=CC=1.[NH:33]1[CH2:38][CH2:37][CH2:36][CH2:35][CH2:34]1. (4) Given the product [C:1]([O:5][C:6](=[O:33])[NH:7][C:17]1[S:21][N:20]=[C:19]([C:22]2[CH:27]=[CH:26][CH:25]=[C:24]([O:28][C:29]([F:31])([F:32])[F:30])[CH:23]=2)[N:18]=1)([CH3:4])([CH3:2])[CH3:3], predict the reactants needed to synthesize it. The reactants are: [C:1]([O:5][C:6](=[O:33])[N:7]([C:17]1[S:21][N:20]=[C:19]([C:22]2[CH:27]=[CH:26][CH:25]=[C:24]([O:28][C:29]([F:32])([F:31])[F:30])[CH:23]=2)[N:18]=1)CC1C=CC(OC)=CC=1)([CH3:4])([CH3:3])[CH3:2].O. (5) Given the product [NH2:2][C:3]1[CH:7]=[CH:6][NH:5][C:4]=1[C:8]([O:10][CH2:11][CH3:12])=[O:9], predict the reactants needed to synthesize it. The reactants are: Cl.[NH2:2][C:3]1[CH:7]=[CH:6][NH:5][C:4]=1[C:8]([O:10][CH2:11][CH3:12])=[O:9].[OH-].[Na+]. (6) Given the product [F:10][C:8]1[CH:7]=[C:4]([CH:3]=[C:2]([CH:11]=[CH2:12])[CH:9]=1)[C:5]#[N:6], predict the reactants needed to synthesize it. The reactants are: Br[C:2]1[CH:3]=[C:4]([CH:7]=[C:8]([F:10])[CH:9]=1)[C:5]#[N:6].[CH:11]([B-](F)(F)F)=[CH2:12].[K+]. (7) Given the product [Cl:1][C:2]1[C:11]([O:12][CH:13]([CH3:14])[CH3:15])=[CH:10][C:9]([Cl:16])=[CH:8][C:3]=1[C:4]([OH:6])=[O:5], predict the reactants needed to synthesize it. The reactants are: [Cl:1][C:2]1[C:11]([O:12][CH:13]([CH3:15])[CH3:14])=[CH:10][C:9]([Cl:16])=[CH:8][C:3]=1[C:4]([O:6]C)=[O:5].[OH-].[Na+]. (8) The reactants are: COC(=O)C.[F:6][C:7]([F:21])([C:11]1[CH:12]=[C:13]2[C:18](=[CH:19][CH:20]=1)[N:17]=[CH:16][CH:15]=[CH:14]2)[C:8](O)=[O:9].[NH2:22][NH2:23]. Given the product [F:6][C:7]([F:21])([C:11]1[CH:12]=[C:13]2[C:18](=[CH:19][CH:20]=1)[N:17]=[CH:16][CH:15]=[CH:14]2)[C:8]([NH:22][NH2:23])=[O:9], predict the reactants needed to synthesize it. (9) Given the product [NH2:1][C:4]1[CH:5]=[CH:6][C:7]([O:10][C:11]2[CH:16]=[CH:15][C:14]([CH:17]=[CH:18][C:19]([O:21][CH2:22][CH3:23])=[O:20])=[CH:13][CH:12]=2)=[N:8][CH:9]=1, predict the reactants needed to synthesize it. The reactants are: [N+:1]([C:4]1[CH:5]=[CH:6][C:7]([O:10][C:11]2[CH:16]=[CH:15][C:14]([CH:17]=[CH:18][C:19]([O:21][CH2:22][CH3:23])=[O:20])=[CH:13][CH:12]=2)=[N:8][CH:9]=1)([O-])=O.[Cl-].[NH4+].C(O)(=O)C.